From a dataset of Reaction yield outcomes from USPTO patents with 853,638 reactions. Predict the reaction yield, written as a fraction of the theoretical maximum amount of product (1.0 means a 100% yield; for example, 0.34 means a 34% yield). (1) The reactants are [C:1]([CH:3]([CH2:9][C:10](=O)[C:11]1[CH:16]=[CH:15][CH:14]=[CH:13][CH:12]=1)[C:4]([O:6][CH2:7][CH3:8])=[O:5])#[N:2].[ClH:18]. The catalyst is O1CCCC1. The product is [Cl:18][C:1]1[NH:2][C:10]([C:11]2[CH:16]=[CH:15][CH:14]=[CH:13][CH:12]=2)=[CH:9][C:3]=1[C:4]([O:6][CH2:7][CH3:8])=[O:5]. The yield is 0.790. (2) The reactants are I[C:2]1[CH:7]=[CH:6][C:5]([C:8]2[O:9][C:10]([C:13]3[C:14]([C:19]4[CH:24]=[CH:23][CH:22]=[CH:21][CH:20]=4)=[N:15][O:16][C:17]=3[CH3:18])=[N:11][N:12]=2)=[CH:4][CH:3]=1.CC(C)([O-])C.[Na+].Cl.[F:32][C:33]1([F:39])[CH2:38][CH2:37][NH:36][CH2:35][CH2:34]1. The catalyst is C1(C)C=CC=CC=1. The yield is 0.700. The product is [F:32][C:33]1([F:39])[CH2:38][CH2:37][N:36]([C:2]2[CH:7]=[CH:6][C:5]([C:8]3[O:9][C:10]([C:13]4[C:14]([C:19]5[CH:24]=[CH:23][CH:22]=[CH:21][CH:20]=5)=[N:15][O:16][C:17]=4[CH3:18])=[N:11][N:12]=3)=[CH:4][CH:3]=2)[CH2:35][CH2:34]1. (3) The reactants are COC1C=C(OC)C=CC=1C[N:6]([C:12]1[CH:17]=[C:16]([I:18])[C:15]([CH3:19])=[CH:14][N:13]=1)[C:7]([CH:9]1[CH2:11][CH2:10]1)=[O:8].C(O)(C(F)(F)F)=O. The catalyst is C(Cl)Cl. The product is [I:18][C:16]1[C:15]([CH3:19])=[CH:14][N:13]=[C:12]([NH:6][C:7]([CH:9]2[CH2:11][CH2:10]2)=[O:8])[CH:17]=1. The yield is 0.700. (4) The reactants are [Br:1][C:2]1[CH:3]=[CH:4][C:5]([N:10]2[CH2:14][CH2:13][CH2:12][CH:11]2[CH3:15])=[C:6]([CH:9]=1)[CH:7]=[O:8].[BH4-].[Na+]. The catalyst is CO. The product is [Br:1][C:2]1[CH:3]=[CH:4][C:5]([N:10]2[CH2:14][CH2:13][CH2:12][CH:11]2[CH3:15])=[C:6]([CH2:7][OH:8])[CH:9]=1. The yield is 0.930. (5) The reactants are CC(C)([O-])C.[K+].[CH3:7][N:8]1[C:12]([N+:13]([O-:15])=[O:14])=[CH:11][CH:10]=[N:9]1.[CH2:16]([Cl:18])[Cl:17]. The catalyst is CN(C=O)C. The product is [Cl:17][CH:16]([Cl:18])[C:11]1[CH:10]=[N:9][N:8]([CH3:7])[C:12]=1[N+:13]([O-:15])=[O:14]. The yield is 0.180. (6) The reactants are [CH2:1]([O:8][C:9](=[O:21])[NH:10][CH2:11][C:12]([C:14]1[CH:19]=[CH:18][C:17](Br)=[CH:16][CH:15]=1)=[O:13])[C:2]1[CH:7]=[CH:6][CH:5]=[CH:4][CH:3]=1.[C:22]([O-:25])(=[O:24])C.[K+].C1(P(C2C=CC=CC=2)CCCP(C2C=CC=CC=2)C2C=CC=CC=2)C=CC=CC=1. The catalyst is C1COCC1.O.CC([O-])=O.CC([O-])=O.[Pd+2]. The product is [CH2:1]([O:8][C:9]([NH:10][CH2:11][C:12]([C:14]1[CH:19]=[CH:18][C:17]([C:22]([OH:25])=[O:24])=[CH:16][CH:15]=1)=[O:13])=[O:21])[C:2]1[CH:7]=[CH:6][CH:5]=[CH:4][CH:3]=1. The yield is 0.940. (7) The yield is 0.990. The catalyst is Cl. The product is [N:1]([CH2:4][CH2:5][CH:6]([S:11]([OH:14])(=[O:12])=[O:13])[C:7]([OH:9])=[O:8])=[N+:2]=[N-:3]. The reactants are [N:1]([CH2:4][CH2:5][CH:6]([S:11]([OH:14])(=[O:13])=[O:12])[C:7]([O:9]C)=[O:8])=[N+:2]=[N-:3]. (8) The reactants are Cl[C:2]1[CH:7]=[N:6][CH:5]=[C:4]([Cl:8])[N:3]=1.[C:9]([N:16]([CH3:23])[CH:17]1[CH2:22][CH2:21][NH:20][CH2:19][CH2:18]1)([O:11][C:12]([CH3:15])([CH3:14])[CH3:13])=[O:10].CCN(C(C)C)C(C)C. The catalyst is CN(C=O)C. The product is [C:12]([O:11][C:9](=[O:10])[N:16]([CH:17]1[CH2:18][CH2:19][N:20]([C:2]2[CH:7]=[N:6][CH:5]=[C:4]([Cl:8])[N:3]=2)[CH2:21][CH2:22]1)[CH3:23])([CH3:15])([CH3:13])[CH3:14]. The yield is 0.960. (9) The product is [Br:1][C:2]1[CH:7]=[CH:6][C:5]([N:11]2[CH2:15][CH2:14][CH:13]([OH:16])[CH2:12]2)=[N:4][C:3]=1[O:9][CH3:10]. The reactants are [Br:1][C:2]1[C:3]([O:9][CH3:10])=[N:4][C:5](Cl)=[CH:6][CH:7]=1.[NH:11]1[CH2:15][CH2:14][CH:13]([OH:16])[CH2:12]1.C(N(CC)CC)C.CS(C)=O. The yield is 0.253. The catalyst is O. (10) The reactants are [CH3:1][O:2][C:3]1[CH:4]=[C:5](/[CH:9]=[CH:10]/[C:11]([OH:13])=O)[CH:6]=[CH:7][CH:8]=1.C(N(CC)CC)C.C1C=CC(P([N:35]=[N+:36]=[N-:37])(C2C=CC=CC=2)=O)=CC=1. The catalyst is C1C=CC=CC=1. The product is [CH3:1][O:2][C:3]1[CH:4]=[C:5](/[CH:9]=[CH:10]/[C:11]([N:35]=[N+:36]=[N-:37])=[O:13])[CH:6]=[CH:7][CH:8]=1. The yield is 0.880.